This data is from Catalyst prediction with 721,799 reactions and 888 catalyst types from USPTO. The task is: Predict which catalyst facilitates the given reaction. (1) Reactant: [F:1][C:2]1[CH:7]=[C:6]([C:8]([F:11])([F:10])[F:9])[C:5]([N+:12]([O-])=O)=[CH:4][C:3]=1[OH:15].[H][H]. Product: [NH2:12][C:5]1[C:6]([C:8]([F:11])([F:9])[F:10])=[CH:7][C:2]([F:1])=[C:3]([OH:15])[CH:4]=1. The catalyst class is: 446. (2) Reactant: [CH2:1](Br)[C:2]1[CH:7]=[CH:6][CH:5]=[CH:4][CH:3]=1.[C:9]([O:13][C:14]([N:16]1[CH2:21][CH2:20][CH:19]([CH2:22][CH2:23][C:24]([OH:26])=[O:25])[CH2:18][CH2:17]1)=[O:15])([CH3:12])([CH3:11])[CH3:10].C([O-])([O-])=O.[K+].[K+]. Product: [CH2:1]([O:26][C:24](=[O:25])[CH2:23][CH2:22][CH:19]1[CH2:18][CH2:17][N:16]([C:14]([O:13][C:9]([CH3:11])([CH3:10])[CH3:12])=[O:15])[CH2:21][CH2:20]1)[C:2]1[CH:7]=[CH:6][CH:5]=[CH:4][CH:3]=1. The catalyst class is: 215. (3) Reactant: CS(O[CH2:6][C:7]1[C:8]([C@@H:14]([NH:18][C:19]([O:21][C:22]([CH3:25])([CH3:24])[CH3:23])=[O:20])[CH:15]([CH3:17])[CH3:16])=[N:9][CH:10]=[C:11]([Cl:13])[CH:12]=1)(=O)=O.ClC1C=C(CCl)C([C@@H](NC(=O)OC(C)(C)C)C(C)C)=NC=1.[H-].[Na+]. Product: [Cl:13][C:11]1[CH:12]=[C:7]2[CH2:6][N:18]([C:19]([O:21][C:22]([CH3:25])([CH3:24])[CH3:23])=[O:20])[C@@H:14]([CH:15]([CH3:17])[CH3:16])[C:8]2=[N:9][CH:10]=1. The catalyst class is: 1. (4) Reactant: F[C:2]1[C:7]([C:8]2[N:16]=[C:15]([CH3:17])[N:14]=[C:13]3[C:9]=2[N:10]=[CH:11][N:12]3[CH:18]2[CH2:23][CH2:22][CH2:21][CH2:20][O:19]2)=[CH:6][CH:5]=[CH:4][N:3]=1.[CH3:24][O:25][C:26]1[N:31]=[CH:30][C:29]([NH2:32])=[CH:28][CH:27]=1.[Li+].C[Si]([N-][Si](C)(C)C)(C)C. Product: [CH3:24][O:25][C:26]1[N:31]=[CH:30][C:29]([NH:32][C:2]2[C:7]([C:8]3[N:16]=[C:15]([CH3:17])[N:14]=[C:13]4[C:9]=3[N:10]=[CH:11][N:12]4[CH:18]3[CH2:23][CH2:22][CH2:21][CH2:20][O:19]3)=[CH:6][CH:5]=[CH:4][N:3]=2)=[CH:28][CH:27]=1. The catalyst class is: 1. (5) Reactant: [Br:1][CH2:2][CH:3]([CH:7]([CH3:9])[CH3:8])[C:4]([OH:6])=[O:5].S(=O)(=O)(O)O.[CH3:15][C:16](=[CH2:18])[CH3:17].C(=O)([O-])O.[Na+]. Product: [C:16]([O:5][C:4](=[O:6])[CH:3]([CH2:2][Br:1])[CH:7]([CH3:9])[CH3:8])([CH3:18])([CH3:17])[CH3:15]. The catalyst class is: 4.